From a dataset of Catalyst prediction with 721,799 reactions and 888 catalyst types from USPTO. Predict which catalyst facilitates the given reaction. (1) Reactant: CN(C=O)C.[C:6](Cl)(=[O:10])[C:7](Cl)=O.[NH:12]1[C:20]2[C:15](=[CH:16][CH:17]=[CH:18][C:19]=2[C:21]#[N:22])C=[CH:13]1. Product: [CH:6]([C:7]1[C:15]2[C:20](=[C:19]([C:21]#[N:22])[CH:18]=[CH:17][CH:16]=2)[NH:12][CH:13]=1)=[O:10]. The catalyst class is: 4. (2) Reactant: [C:1]1([N:7]2[CH2:11][CH2:10][CH2:9][C@H:8]2[CH2:12][OH:13])[CH:6]=[CH:5][CH:4]=[CH:3][CH:2]=1.[OH:14][C:15]1[CH:22]=[CH:21][CH:20]=[C:19](O)[C:16]=1[CH:17]=[O:18].C1C=CC(P(C2C=CC=CC=2)C2C=CC=CC=2)=CC=1.CC(OC(/N=N/C(OC(C)C)=O)=O)C. Product: [OH:14][C:15]1[CH:22]=[CH:21][CH:20]=[C:19]([O:13][CH2:12][C@@H:8]2[CH2:9][CH2:10][CH2:11][N:7]2[C:1]2[CH:2]=[CH:3][CH:4]=[CH:5][CH:6]=2)[C:16]=1[CH:17]=[O:18]. The catalyst class is: 1. (3) The catalyst class is: 10. Product: [C:4]([OH:10])([C:6]([F:9])([F:8])[F:7])=[O:5].[C:2](#[N:1])[CH3:4].[OH:10][C:4]([C:6]([F:9])([F:8])[F:7])=[O:5]. Reactant: [N:1]#[C:2]Br.[C:4]([OH:10])([C:6]([F:9])([F:8])[F:7])=[O:5]. (4) Reactant: Cl.[CH3:2][O:3][C:4]([C@H:6]1[CH2:10][C@@H:9]([NH2:11])[CH:8]=[CH:7]1)=[O:5].[C:12](O[C:12]([O:14][C:15]([CH3:18])([CH3:17])[CH3:16])=[O:13])([O:14][C:15]([CH3:18])([CH3:17])[CH3:16])=[O:13].C(N(CC)CC)C. Product: [C:15]([O:14][C:12]([NH:11][C@@H:9]1[CH2:10][C@H:6]([C:4]([O:3][CH3:2])=[O:5])[CH:7]=[CH:8]1)=[O:13])([CH3:18])([CH3:17])[CH3:16]. The catalyst class is: 2. (5) Reactant: C(O[C:9](=O)[NH:10][C@@H:11]([C:21]1[CH:26]=[CH:25][CH:24]=[CH:23][CH:22]=1)[C:12]([N:14]1[CH2:18][CH2:17][C:16]([F:20])([F:19])[CH2:15]1)=O)C1C=CC=CC=1.[H-].[Al+3].[Li+].[H-].[H-].[H-].C(=O)([O-])[O-].[Na+].[Na+]. Product: [F:20][C:16]1([F:19])[CH2:17][CH2:18][N:14]([CH2:12][C@H:11]([C:21]2[CH:26]=[CH:25][CH:24]=[CH:23][CH:22]=2)[NH:10][CH3:9])[CH2:15]1. The catalyst class is: 7.